From a dataset of Full USPTO retrosynthesis dataset with 1.9M reactions from patents (1976-2016). Predict the reactants needed to synthesize the given product. (1) Given the product [CH3:1][C:2]1[CH:3]=[C:4]([CH3:12])[C:5]2[O:9][C:8]([N:13]3[CH2:20][CH2:19][CH2:18][CH2:17][NH:16][CH2:15][CH2:14]3)=[N:7][C:6]=2[CH:11]=1, predict the reactants needed to synthesize it. The reactants are: [CH3:1][C:2]1[CH:3]=[C:4]([CH3:12])[C:5]2[O:9][C:8](S)=[N:7][C:6]=2[CH:11]=1.[NH:13]1[CH2:20][CH2:19][CH2:18][CH2:17][NH:16][CH2:15][CH2:14]1. (2) Given the product [F:24][C:25]1[CH:26]=[CH:27][C:28]([CH2:31][CH:32]2[CH2:33][CH2:34][N:35]([CH2:38][CH:2]3[CH2:49][CH2:48][N:47]([C@@H:53]([CH2:23][C:17]4[CH:22]=[CH:21][CH:20]=[CH:19][CH:18]=4)[C:52]([O:55][CH3:56])=[O:54])[CH2:50][CH2:51]3)[CH2:36][CH2:37]2)=[CH:29][CH:30]=1, predict the reactants needed to synthesize it. The reactants are: F[C:2](F)(F)S(OS(C(F)(F)F)(=O)=O)(=O)=O.N1[C:21]([CH3:22])=[CH:20][CH:19]=[CH:18][C:17]=1[CH3:23].[F:24][C:25]1[CH:30]=[CH:29][C:28]([CH2:31][CH:32]2[CH2:37][CH2:36][N:35]([CH2:38]N3CCCCC3)[CH2:34][CH2:33]2)=[CH:27][CH:26]=1.C([N:47]([CH2:50][CH3:51])[CH2:48][CH3:49])C.[C:52]([O:55][CH2:56]C)(=[O:54])[CH3:53]. (3) The reactants are: [CH2:1]([C:3]1[C:13]([CH2:14][C:15]2[CH:20]=[CH:19][C:18]([N+:21]#[N:22])=[CH:17][CH:16]=2)=[C:6]2[N:7]=[C:8]([CH3:12])[CH:9]=[C:10]([CH3:11])[N:5]2[N:4]=1)[CH3:2].[Sn](Cl)Cl. Given the product [CH2:1]([C:3]1[C:13]([CH2:14][C:15]2[CH:16]=[CH:17][C:18]([NH:21][NH2:22])=[CH:19][CH:20]=2)=[C:6]2[N:7]=[C:8]([CH3:12])[CH:9]=[C:10]([CH3:11])[N:5]2[N:4]=1)[CH3:2], predict the reactants needed to synthesize it. (4) Given the product [S:1]1[CH:5]=[CH:4][N:3]=[C:2]1[NH:6][C:7]1[C:15]2[C:10](=[CH:11][CH:12]=[C:13]([NH:16][C:24](=[O:26])[CH3:25])[CH:14]=2)[NH:9][N:8]=1, predict the reactants needed to synthesize it. The reactants are: [S:1]1[CH:5]=[CH:4][N:3]=[C:2]1[NH:6][C:7]1[C:15]2[C:10](=[CH:11][CH:12]=[C:13]([NH2:16])[CH:14]=2)[NH:9][N:8]=1.C(N(CC)CC)C.[C:24](Cl)(=[O:26])[CH3:25]. (5) Given the product [CH3:26][O:25][C:3]1[C:4]([O:23][CH3:24])=[CH:5][C:6]2[N:12]([CH3:13])[C:11](=[O:14])[CH2:10][N:9]=[C:8]([C:15]3[CH:16]=[C:17]([CH:20]=[CH:21][CH:22]=3)[C:18]#[N:19])[C:7]=2[C:2]=1[C:27]1[CH:32]=[CH:31][CH:30]=[CH:29][CH:28]=1, predict the reactants needed to synthesize it. The reactants are: Br[C:2]1[C:7]2[C:8]([C:15]3[CH:16]=[C:17]([CH:20]=[CH:21][CH:22]=3)[C:18]#[N:19])=[N:9][CH2:10][C:11](=[O:14])[N:12]([CH3:13])[C:6]=2[CH:5]=[C:4]([O:23][CH3:24])[C:3]=1[O:25][CH3:26].[C:27]1(B(O)O)[CH:32]=[CH:31][CH:30]=[CH:29][CH:28]=1.[O-]P([O-])([O-])=O.[K+].[K+].[K+]. (6) Given the product [CH:15]([O:18][C:19]1[CH:24]=[CH:23][C:22]([C:2]2[C:6]([CH:7]=[O:8])=[CH:5][N:4]([CH:9]3[CH2:14][CH2:13][CH2:12][CH2:11][O:10]3)[N:3]=2)=[CH:21][CH:20]=1)([CH3:17])[CH3:16], predict the reactants needed to synthesize it. The reactants are: I[C:2]1[C:6]([CH:7]=[O:8])=[CH:5][N:4]([CH:9]2[CH2:14][CH2:13][CH2:12][CH2:11][O:10]2)[N:3]=1.[CH:15]([O:18][C:19]1[CH:24]=[CH:23][C:22](B(O)O)=[CH:21][CH:20]=1)([CH3:17])[CH3:16].C([O-])(O)=O.[Na+].O. (7) Given the product [F:35][C:29]1[N:28]=[C:27]([NH:17][CH2:18][C:19]2[CH:20]=[N:21][C:22]([O:25][CH3:26])=[CH:23][CH:24]=2)[CH:32]=[CH:31][C:30]=1[CH2:33][C:10]1[C:4]2[C:5](=[N:6][CH:7]=[C:2]([F:1])[CH:3]=2)[NH:8][CH:9]=1, predict the reactants needed to synthesize it. The reactants are: [F:1][C:2]1[CH:3]=[C:4]2[CH:10]=[CH:9][NH:8][C:5]2=[N:6][CH:7]=1.C(OC(=O)[N:17]([C:27]1[CH:32]=[CH:31][C:30]([CH:33]=O)=[C:29]([F:35])[N:28]=1)[CH2:18][C:19]1[CH:20]=[N:21][C:22]([O:25][CH3:26])=[CH:23][CH:24]=1)(C)(C)C.FC(F)(F)C(O)=O.C([SiH](CC)CC)C. (8) Given the product [CH3:33][C:27]1[CH:28]=[CH:29][C:30]([CH3:32])=[CH:31][C:26]=1[CH2:25][S:1][C:2]1[NH:3][C:4](=[O:17])[C:5]([C:15]#[N:16])=[C:6]([CH:8]2[CH2:9][CH2:10][N:11]([CH3:14])[CH2:12][CH2:13]2)[N:7]=1, predict the reactants needed to synthesize it. The reactants are: [SH:1][C:2]1[NH:3][C:4](=[O:17])[C:5]([C:15]#[N:16])=[C:6]([CH:8]2[CH2:13][CH2:12][N:11]([CH3:14])[CH2:10][CH2:9]2)[N:7]=1.C([O-])([O-])=O.[K+].[K+].Cl[CH2:25][C:26]1[CH:31]=[C:30]([CH3:32])[CH:29]=[CH:28][C:27]=1[CH3:33]. (9) The reactants are: C(O[C:4]([C:6]1[CH:7]=[N:8][C:9]2[C:14]([C:15]=1[NH:16][CH:17]1[CH2:21][CH2:20][CH2:19][CH2:18]1)=[CH:13][CH:12]=[CH:11][C:10]=2[O:22][CH3:23])=[O:5])C.[N:24]([C:27]1[S:28][CH:29]=[CH:30][CH:31]=1)=[C:25]=[O:26]. Given the product [CH:17]1([N:16]2[C:15]3[C:14]4[CH:13]=[CH:12][CH:11]=[C:10]([O:22][CH3:23])[C:9]=4[N:8]=[CH:7][C:6]=3[C:4](=[O:5])[N:24]([C:27]3[S:28][CH:29]=[CH:30][CH:31]=3)[C:25]2=[O:26])[CH2:18][CH2:19][CH2:20][CH2:21]1, predict the reactants needed to synthesize it.